Dataset: Experimentally validated miRNA-target interactions with 360,000+ pairs, plus equal number of negative samples. Task: Binary Classification. Given a miRNA mature sequence and a target amino acid sequence, predict their likelihood of interaction. (1) The miRNA is hsa-miR-150-5p with sequence UCUCCCAACCCUUGUACCAGUG. The protein sequence of the target gene is MDSEAFQHARDLLDLNFQSLAMKHMDLKQMELDTAAAKVDELTKQLESLWSDSPAPPGAQAGVPSRMARYSTSPVPEHFGSRGSPQKIATDGIEARFGRSESAPSLHPYSPLSPKGRPSSPRTPIYLQPDTYSSLDRAPSPRPRAFDGAGSPHGRAPSPRPGIGPVRQPGPSTPFDYLGRAGSPRGSPLAEGPQAFFPERGPSPRPPAAAYDTAGTFGSPLLGAGGSAFTPPLRAQDDSTLRRRPPKAWNESDLDVAYEKKSSQTASYERLDVFTRPASPGLQLLPWRESSLDGLGASGK.... Result: 0 (no interaction). (2) Result: 0 (no interaction). The protein sequence of the target gene is MVHLTPEEKSAVTALWGKVNVDEVGGEALGRLLVVYPWTQRFFESFGDLSTPDAVMGNPKVKAHGKKVLGAFSDGLAHLDNLKGTFATLSELHCDKLHVDPENFRLLGNVLVCVLAHHFGKEFTPPVQAAYQKVVAGVANALAHKYH. The miRNA is hsa-miR-3199 with sequence AGGGACUGCCUUAGGAGAAAGUU.